Task: Predict the product of the given reaction.. Dataset: Forward reaction prediction with 1.9M reactions from USPTO patents (1976-2016) (1) Given the reactants [O:1]1[CH2:6][CH2:5][CH:4]([C:7]2[C:8]([O:13][CH:14]3[CH2:17][CH:16]([NH:18]C(=O)OC(C)(C)C)[CH2:15]3)=[N:9][CH:10]=[CH:11][CH:12]=2)[CH2:3][CH2:2]1.[ClH:26], predict the reaction product. The product is: [ClH:26].[O:1]1[CH2:6][CH2:5][CH:4]([C:7]2[C:8]([O:13][CH:14]3[CH2:17][CH:16]([NH2:18])[CH2:15]3)=[N:9][CH:10]=[CH:11][CH:12]=2)[CH2:3][CH2:2]1. (2) Given the reactants [Cl:1][C:2]1[C:3]([C:8]([NH:10][C:11]23[C:29](=[O:30])[C:28]4[C:23](=[CH:24][CH:25]=[CH:26][C:27]=4[N+:31]([O-])=O)[C:12]2([OH:34])[O:13][C:14]2[CH:19]=[C:18]([CH:20]([CH3:22])[CH3:21])[CH:17]=[CH:16][C:15]=23)=[O:9])=[N:4][CH:5]=[CH:6][CH:7]=1.C(O)C, predict the reaction product. The product is: [NH2:31][C:27]1[CH:26]=[CH:25][CH:24]=[C:23]2[C:28]=1[C:29](=[O:30])[C:11]1([NH:10][C:8](=[O:9])[C:3]3[C:2]([Cl:1])=[CH:7][CH:6]=[CH:5][N:4]=3)[C:15]3[CH:16]=[CH:17][C:18]([CH:20]([CH3:22])[CH3:21])=[CH:19][C:14]=3[O:13][C:12]12[OH:34].